Dataset: Full USPTO retrosynthesis dataset with 1.9M reactions from patents (1976-2016). Task: Predict the reactants needed to synthesize the given product. Given the product [C:1]1([C:7]2[N:12]=[CH:11][C:10]([C:13]3[N:14]=[C:15]([CH:18]4[CH2:23][CH2:22][N:21]([C:31]([C:32]5[CH:33]=[N:34][CH:35]=[CH:36][CH:37]=5)=[O:38])[CH2:20][CH2:19]4)[NH:16][CH:17]=3)=[CH:9][N:8]=2)[CH:2]=[CH:3][CH:4]=[CH:5][CH:6]=1, predict the reactants needed to synthesize it. The reactants are: [C:1]1([C:7]2[N:12]=[CH:11][C:10]([C:13]3[N:14]=[C:15]([CH:18]4[CH2:23][CH2:22][NH:21][CH2:20][CH2:19]4)[NH:16][CH:17]=3)=[CH:9][N:8]=2)[CH:6]=[CH:5][CH:4]=[CH:3][CH:2]=1.C(N(CC)CC)C.[C:31](Cl)(=[O:38])[C:32]1[CH:37]=[CH:36][CH:35]=[N:34][CH:33]=1.